Task: Binary Classification. Given a T-cell receptor sequence (or CDR3 region) and an epitope sequence, predict whether binding occurs between them.. Dataset: TCR-epitope binding with 47,182 pairs between 192 epitopes and 23,139 TCRs The epitope is FLNGSCGSV. The TCR CDR3 sequence is CATSDSLRGVDEQYF. Result: 1 (the TCR binds to the epitope).